From a dataset of Forward reaction prediction with 1.9M reactions from USPTO patents (1976-2016). Predict the product of the given reaction. (1) Given the reactants C[O:2][C:3](=[O:25])[CH2:4][NH:5][CH:6]1[CH2:11][CH2:10][N:9]([C:12]2[CH:17]=[CH:16][C:15]([O:18][C:19]3[CH:24]=[CH:23][CH:22]=[CH:21][CH:20]=3)=[CH:14][CH:13]=2)[CH2:8][CH2:7]1.[OH-].[Na+:27], predict the reaction product. The product is: [Na+:27].[O:18]([C:15]1[CH:14]=[CH:13][C:12]([N:9]2[CH2:8][CH2:7][CH:6]([NH:5][CH2:4][C:3]([O-:25])=[O:2])[CH2:11][CH2:10]2)=[CH:17][CH:16]=1)[C:19]1[CH:20]=[CH:21][CH:22]=[CH:23][CH:24]=1. (2) The product is: [CH2:30]([NH:31][C:2]1[C:3]([C:16]2[CH:21]=[CH:20][CH:19]=[CH:18][CH:17]=2)=[N:4][C:5]2[C:10]([N:11]=1)=[CH:9][C:8]([C:12]([O:14][CH3:15])=[O:13])=[CH:7][CH:6]=2)[CH2:29][C:23]1[CH:28]=[CH:27][CH:26]=[CH:25][CH:24]=1. Given the reactants Br[C:2]1[C:3]([C:16]2[CH:21]=[CH:20][CH:19]=[CH:18][CH:17]=2)=[N:4][C:5]2[C:10]([N:11]=1)=[CH:9][C:8]([C:12]([O:14][CH3:15])=[O:13])=[CH:7][CH:6]=2.Cl.[C:23]1([CH2:29][CH2:30][NH2:31])[CH:28]=[CH:27][CH:26]=[CH:25][CH:24]=1.C(=O)([O-])[O-].[K+].[K+], predict the reaction product.